This data is from Peptide-MHC class I binding affinity with 185,985 pairs from IEDB/IMGT. The task is: Regression. Given a peptide amino acid sequence and an MHC pseudo amino acid sequence, predict their binding affinity value. This is MHC class I binding data. (1) The peptide sequence is RTLGVFRYK. The MHC is BoLA-T2a with pseudo-sequence BoLA-T2a. The binding affinity (normalized) is 0.515. (2) The MHC is HLA-A31:01 with pseudo-sequence HLA-A31:01. The binding affinity (normalized) is 0.0847. The peptide sequence is EGIEGRIAY. (3) The binding affinity (normalized) is 0. The MHC is HLA-A68:01 with pseudo-sequence HLA-A68:01. The peptide sequence is NYSKYWYLNH. (4) The peptide sequence is ALFMYYAKR. The MHC is HLA-A31:01 with pseudo-sequence HLA-A31:01. The binding affinity (normalized) is 1.00. (5) The peptide sequence is TVQIIKLL. The MHC is HLA-A02:06 with pseudo-sequence HLA-A02:06. The binding affinity (normalized) is 0. (6) The binding affinity (normalized) is 0.851. The MHC is HLA-A30:02 with pseudo-sequence HLA-A30:02. The peptide sequence is LQFGFGWFSY.